From a dataset of Full USPTO retrosynthesis dataset with 1.9M reactions from patents (1976-2016). Predict the reactants needed to synthesize the given product. (1) Given the product [C:1]([C:3]1[C:11]2[C:6](=[CH:7][C:8]([O:12][CH2:13][CH2:14][CH2:15][N:34]3[CH:38]=[N:37][CH:36]=[N:35]3)=[CH:9][CH:10]=2)[N:5]([CH:17]2[CH2:20][CH2:19][CH2:18]2)[C:4]=1[C:21]1[CH:26]=[CH:25][C:24]([NH:27][C:28]([NH:30][CH:31]([CH3:33])[CH3:32])=[O:29])=[CH:23][CH:22]=1)#[N:2], predict the reactants needed to synthesize it. The reactants are: [C:1]([C:3]1[C:11]2[C:6](=[CH:7][C:8]([O:12][CH2:13][CH2:14][CH2:15]I)=[CH:9][CH:10]=2)[N:5]([CH:17]2[CH2:20][CH2:19][CH2:18]2)[C:4]=1[C:21]1[CH:26]=[CH:25][C:24]([NH:27][C:28]([NH:30][CH:31]([CH3:33])[CH3:32])=[O:29])=[CH:23][CH:22]=1)#[N:2].[NH:34]1[CH:38]=[N:37][CH:36]=[N:35]1.[Na]. (2) Given the product [C:1]([O:5][C:6]([NH:8][CH:9]([CH2:21][C:22]1[CH:27]=[C:26]([F:28])[C:25]([F:29])=[CH:24][C:23]=1[F:30])[CH2:10][C:11]([N:13]1[CH2:17][CH2:16][S:15][C@@H:14]1[C:18]([NH:31][CH2:32][C:33]1[CH:45]=[CH:44][C:36]([O:37][CH2:38][C:39]([O:41][CH2:42][CH3:43])=[O:40])=[CH:35][CH:34]=1)=[O:20])=[O:12])=[O:7])([CH3:3])([CH3:4])[CH3:2], predict the reactants needed to synthesize it. The reactants are: [C:1]([O:5][C:6]([NH:8][C@H:9]([CH2:21][C:22]1[CH:27]=[C:26]([F:28])[C:25]([F:29])=[CH:24][C:23]=1[F:30])[CH2:10][C:11]([N:13]1[CH2:17][CH2:16][S:15][CH:14]1[C:18]([OH:20])=O)=[O:12])=[O:7])([CH3:4])([CH3:3])[CH3:2].[NH2:31][CH2:32][C:33]1[CH:45]=[CH:44][C:36]([O:37][CH2:38][C:39]([O:41][CH2:42][CH3:43])=[O:40])=[CH:35][CH:34]=1.Cl.CCN=C=NCCCN(C)C.CCN(CC)CC. (3) Given the product [C:20]([N:3]([C:4]1[CH:5]=[N:6][O:7][C:8]=1[CH3:9])[CH2:1][CH3:2])(=[O:21])[CH2:19][CH2:18][CH3:17], predict the reactants needed to synthesize it. The reactants are: [CH2:1]([NH:3][C:4]1[CH:5]=[N:6][O:7][C:8]=1[CH3:9])[CH3:2].C(N(CC)CC)C.[CH3:17][CH2:18][CH2:19][C:20](Cl)=[O:21]. (4) Given the product [Cl:30][C:13]1[C:12]([CH2:18][C:19]([O:21][CH2:22][CH3:23])=[O:20])=[CH:11][C:10]2[C:15](=[CH:16][C:7]([O:6][CH2:5][C:4]3[CH:24]=[CH:25][CH:26]=[C:2]([Cl:1])[CH:3]=3)=[CH:8][CH:9]=2)[N:14]=1, predict the reactants needed to synthesize it. The reactants are: [Cl:1][C:2]1[CH:3]=[C:4]([CH:24]=[CH:25][CH:26]=1)[CH2:5][O:6][C:7]1[CH:16]=[C:15]2[C:10]([CH:11]=[C:12]([CH2:18][C:19]([O:21][CH2:22][CH3:23])=[O:20])[C:13](=O)[NH:14]2)=[CH:9][CH:8]=1.C(Cl)(=O)C([Cl:30])=O.CN(C=O)C.